Dataset: NCI-60 drug combinations with 297,098 pairs across 59 cell lines. Task: Regression. Given two drug SMILES strings and cell line genomic features, predict the synergy score measuring deviation from expected non-interaction effect. Drug 1: CN1CCC(CC1)COC2=C(C=C3C(=C2)N=CN=C3NC4=C(C=C(C=C4)Br)F)OC. Drug 2: CNC(=O)C1=NC=CC(=C1)OC2=CC=C(C=C2)NC(=O)NC3=CC(=C(C=C3)Cl)C(F)(F)F. Cell line: DU-145. Synergy scores: CSS=13.3, Synergy_ZIP=-12.2, Synergy_Bliss=-13.6, Synergy_Loewe=-20.4, Synergy_HSA=-12.8.